Predict the reactants needed to synthesize the given product. From a dataset of Full USPTO retrosynthesis dataset with 1.9M reactions from patents (1976-2016). (1) Given the product [N:16]([CH2:2][C:3]([C:5]1[C:13]2[S:12][C:11](=[O:14])[NH:10][C:9]=2[C:8]([OH:15])=[CH:7][CH:6]=1)=[O:4])=[N+:17]=[N-:18], predict the reactants needed to synthesize it. The reactants are: Cl[CH2:2][C:3]([C:5]1[C:13]2[S:12][C:11](=[O:14])[NH:10][C:9]=2[C:8]([OH:15])=[CH:7][CH:6]=1)=[O:4].[N-:16]=[N+:17]=[N-:18].[Na+]. (2) Given the product [C:36]([NH2:4])([O:38][CH2:39][CH:40]1[C:52]2[C:47](=[CH:48][CH:49]=[CH:50][CH:51]=2)[C:46]2[C:41]1=[CH:42][CH:43]=[CH:44][CH:45]=2)=[O:37], predict the reactants needed to synthesize it. The reactants are: C([NH:4]CC1SC=C(CN2CCN([C@@H]([C@@H](C)CC)C(OC(C)(C)C)=O)C2=O)N=1)(C)C.C([O-])(O)=O.[Na+].Cl[C:36]([O:38][CH2:39][CH:40]1[C:52]2[CH:51]=[CH:50][CH:49]=[CH:48][C:47]=2[C:46]2[C:41]1=[CH:42][CH:43]=[CH:44][CH:45]=2)=[O:37]. (3) Given the product [Br:1][C:2]1[S:6][C:5]([Cl:7])=[C:4]([C:8]([C:20]2[CH:21]=[CH:22][C:17]([O:23][CH3:24])=[CH:18][CH:19]=2)=[O:10])[CH:3]=1, predict the reactants needed to synthesize it. The reactants are: [Br:1][C:2]1[S:6][C:5]([Cl:7])=[C:4]([C:8]([OH:10])=O)[CH:3]=1.C(Cl)(=O)C(Cl)=O.[C:17]1([O:23][CH3:24])[CH:22]=[CH:21][CH:20]=[CH:19][CH:18]=1.[Al+3].[Cl-].[Cl-].[Cl-]. (4) Given the product [CH:4]([C:3]1[C:2]([C:17]2[CH:18]=[CH:19][C:14]([C:12]([O:11][CH3:10])=[O:13])=[CH:15][CH:16]=2)=[N:9][CH:8]=[CH:7][CH:6]=1)=[O:5], predict the reactants needed to synthesize it. The reactants are: Cl[C:2]1[N:9]=[CH:8][CH:7]=[CH:6][C:3]=1[CH:4]=[O:5].[CH3:10][O:11][C:12]([C:14]1[CH:19]=[CH:18][C:17](B(O)O)=[CH:16][CH:15]=1)=[O:13]. (5) Given the product [Br:14][C:15]1[CH:20]=[C:19]([C:2]2[CH:3]=[CH:4][C:5]3[C:10](=[CH:9][CH:8]=[CH:7][CH:6]=3)[CH:1]=2)[CH:18]=[CH:17][CH:16]=1, predict the reactants needed to synthesize it. The reactants are: [CH:1]1[C:10]2[C:5](=[CH:6][CH:7]=[CH:8][CH:9]=2)[CH:4]=[CH:3][C:2]=1B(O)O.[Br:14][C:15]1[CH:16]=[C:17](I)[CH:18]=[CH:19][CH:20]=1.C(=O)([O-])[O-].[Na+].[Na+].